Dataset: NCI-60 drug combinations with 297,098 pairs across 59 cell lines. Task: Regression. Given two drug SMILES strings and cell line genomic features, predict the synergy score measuring deviation from expected non-interaction effect. Synergy scores: CSS=20.5, Synergy_ZIP=-4.20, Synergy_Bliss=1.82, Synergy_Loewe=-33.5, Synergy_HSA=-7.80. Cell line: RPMI-8226. Drug 2: C(=O)(N)NO. Drug 1: CC1CCC2CC(C(=CC=CC=CC(CC(C(=O)C(C(C(=CC(C(=O)CC(OC(=O)C3CCCCN3C(=O)C(=O)C1(O2)O)C(C)CC4CCC(C(C4)OC)OCCO)C)C)O)OC)C)C)C)OC.